Task: Predict the reaction yield, written as a fraction of the theoretical maximum amount of product (1.0 means a 100% yield; for example, 0.34 means a 34% yield).. Dataset: Reaction yield outcomes from USPTO patents with 853,638 reactions (1) The reactants are IC.[C:3]([O:7][C:8]([NH:10][C@H:11]([C:16]1[CH:21]=[CH:20][C:19]([Cl:22])=[CH:18][CH:17]=1)[CH2:12][C:13]([OH:15])=[O:14])=[O:9])([CH3:6])([CH3:5])[CH3:4].[C:23](=O)([O-])[O-].[K+].[K+]. The catalyst is CN(C=O)C. The product is [C:3]([O:7][C:8]([NH:10][C@H:11]([C:16]1[CH:21]=[CH:20][C:19]([Cl:22])=[CH:18][CH:17]=1)[CH2:12][C:13]([O:15][CH3:23])=[O:14])=[O:9])([CH3:6])([CH3:4])[CH3:5]. The yield is 1.28. (2) The reactants are [Br-:1].[C:2]([CH:5](CC)[CH2:6][CH2:7][N:8]1[C:12]2[CH:13]=[CH:14][CH:15]=[CH:16][C:11]=2[S:10][C:9]1=[CH:17][C:18]1[C:27]2[C:22](=[CH:23][CH:24]=[CH:25][CH:26]=2)[N+:21]([CH3:28])=[CH:20][CH:19]=1)([OH:4])=[O:3].[Br-].C(C(C)CCC[N+]1C2C=CC=CC=2SC=1C)(O)=O.[Br-].CC1SC2C=CC=CC=2[NH+]=1.[Br-].C[N+]1C2C(=CC=CC=2)C(C=C2N(CCCCC(O)=O)C3C=CC=CC=3S2)=CC=1. No catalyst specified. The product is [Br-:1].[C:2]([CH2:5][CH2:6][CH2:7][N:8]1[C:12]2[CH:13]=[CH:14][CH:15]=[CH:16][C:11]=2[S:10][C:9]1=[CH:17][C:18]1[C:27]2[C:22](=[CH:23][CH:24]=[CH:25][CH:26]=2)[N+:21]([CH3:28])=[CH:20][CH:19]=1)([OH:4])=[O:3]. The yield is 0.260. (3) The reactants are [Br:1][C:2]1[CH:7]=[C:6]([N:8]([CH2:10][CH2:11]Cl)[CH3:9])[C:5]([NH2:13])=[CH:4][C:3]=1[C:14]([F:17])([F:16])[F:15].[I-].[K+].C(=O)([O-])[O-].[K+].[K+].O. The catalyst is CN(C=O)C. The product is [Br:1][C:2]1[CH:7]=[C:6]2[C:5]([NH:13][CH2:11][CH2:10][N:8]2[CH3:9])=[CH:4][C:3]=1[C:14]([F:17])([F:16])[F:15]. The yield is 0.470. (4) The catalyst is CN(C)C=O.O. The reactants are [OH:1][C:2]1[CH:7]=[CH:6][C:5]([N:8]2[C:13](=[O:14])[C:12]([CH2:15][C:16]3[CH:21]=[CH:20][C:19]([C:22]4[C:23]([C:28]#[N:29])=[CH:24][CH:25]=[CH:26][CH:27]=4)=[CH:18][CH:17]=3)=[C:11]([CH2:30][CH2:31][CH3:32])[N:10]3[N:33]=[CH:34][CH:35]=[C:9]23)=[CH:4][CH:3]=1.Br[CH2:37][C:38]([O:40][CH2:41][CH3:42])=[O:39].C(=O)([O-])[O-].[Cs+].[Cs+].C(OCC)(=O)C. The yield is 0.750. The product is [C:28]([C:23]1[CH:24]=[CH:25][CH:26]=[CH:27][C:22]=1[C:19]1[CH:20]=[CH:21][C:16]([CH2:15][C:12]2[C:13](=[O:14])[N:8]([C:5]3[CH:4]=[CH:3][C:2]([O:1][CH2:37][C:38]([O:40][CH2:41][CH3:42])=[O:39])=[CH:7][CH:6]=3)[C:9]3[N:10]([N:33]=[CH:34][CH:35]=3)[C:11]=2[CH2:30][CH2:31][CH3:32])=[CH:17][CH:18]=1)#[N:29]. (5) The reactants are Br[CH2:2][C:3]1[CH:8]=[CH:7][C:6]([C:9]2[CH:13]=[C:12]([C:14]([NH2:16])=[O:15])[O:11][N:10]=2)=[CH:5][CH:4]=1.[CH3:17][O:18][C:19]1[CH:24]=[CH:23][CH:22]=[CH:21][C:20]=1[OH:25].C([O-])([O-])=O.[K+].[K+]. The catalyst is CC#N. The product is [CH3:17][O:18][C:19]1[CH:24]=[CH:23][CH:22]=[CH:21][C:20]=1[O:25][CH2:2][C:3]1[CH:8]=[CH:7][C:6]([C:9]2[CH:13]=[C:12]([C:14]([NH2:16])=[O:15])[O:11][N:10]=2)=[CH:5][CH:4]=1. The yield is 0.350. (6) The reactants are [F:1][C:2]([F:14])([F:13])[C:3]([NH:5][C:6]1[CH:12]=[CH:11][C:9]([NH2:10])=[CH:8][CH:7]=1)=[O:4].N1C=CC=CC=1.Cl[C:22]([O:24][CH2:25][C:26]([Cl:29])([Cl:28])[Cl:27])=[O:23]. The catalyst is CN(C)C(=O)C. The product is [F:1][C:2]([F:13])([F:14])[C:3]([NH:5][C:6]1[CH:12]=[CH:11][C:9]([NH:10][C:22](=[O:23])[O:24][CH2:25][C:26]([Cl:29])([Cl:28])[Cl:27])=[CH:8][CH:7]=1)=[O:4]. The yield is 0.968. (7) The reactants are [NH2:1][C:2]1[C:3]([C:7](=[N:13][OH:14])[NH:8]CCOC)=[N:4][O:5][N:6]=1.O.[OH-].[K+].[C:18]([O:21][CH2:22]C)(=O)[CH3:19]. The catalyst is CCCCCC. The product is [OH:14][N:13]=[C:7]([C:3]1[C:2]([NH:1][CH2:19][CH2:18][O:21][CH3:22])=[N:6][O:5][N:4]=1)[NH2:8]. The yield is 0.810. (8) The reactants are [N:1]1([C:7]2[C:15]3[O:14][C:13](=[O:16])[NH:12][C:11]=3[CH:10]=[CH:9][CH:8]=2)[CH2:6][CH2:5][NH:4][CH2:3][CH2:2]1.Br[CH2:18][C:19]1[CH:20]=[C:21]([C:25]2[CH:30]=[CH:29][CH:28]=[CH:27][CH:26]=2)[CH:22]=[CH:23][CH:24]=1.[I-].[K+].C(N(CC)C(C)C)(C)C. The catalyst is C(OCC)(=O)C.O.C(#N)C. The product is [C:25]1([C:21]2[CH:20]=[C:19]([CH:24]=[CH:23][CH:22]=2)[CH2:18][N:12]2[C:11]3[CH:10]=[CH:9][CH:8]=[C:7]([N:1]4[CH2:6][CH2:5][NH:4][CH2:3][CH2:2]4)[C:15]=3[O:14][C:13]2=[O:16])[CH:26]=[CH:27][CH:28]=[CH:29][CH:30]=1. The yield is 0.400. (9) The yield is 0.350. The product is [F:35][C:22]([F:21])([F:34])[O:23][C:24]1[CH:25]=[C:26]([S:30]([N:10]2[CH2:11][CH2:12][C:7]3([C:2](=[O:13])[NH:3][CH2:4][CH2:5][CH2:6]3)[CH2:8][CH2:9]2)(=[O:32])=[O:31])[CH:27]=[CH:28][CH:29]=1. The reactants are Cl.[C:2]1(=[O:13])[C:7]2([CH2:12][CH2:11][NH:10][CH2:9][CH2:8]2)[CH2:6][CH2:5][CH2:4][NH:3]1.C(N(CC)CC)C.[F:21][C:22]([F:35])([F:34])[O:23][C:24]1[CH:25]=[C:26]([S:30](Cl)(=[O:32])=[O:31])[CH:27]=[CH:28][CH:29]=1. The catalyst is ClCCl. (10) The reactants are [N+:1]([C:4]1[CH:21]=[CH:20][C:7]([O:8][C:9]2[CH:10]=[C:11]3[C:15](=[CH:16][CH:17]=2)[C:14](=[O:18])[NH:13][C:12]3=[O:19])=[CH:6][CH:5]=1)([O-])=O. The catalyst is CC(O)=O.O.[Fe]. The product is [NH2:1][C:4]1[CH:21]=[CH:20][C:7]([O:8][C:9]2[CH:10]=[C:11]3[C:15](=[CH:16][CH:17]=2)[C:14](=[O:18])[NH:13][C:12]3=[O:19])=[CH:6][CH:5]=1. The yield is 0.750.